Dataset: Full USPTO retrosynthesis dataset with 1.9M reactions from patents (1976-2016). Task: Predict the reactants needed to synthesize the given product. Given the product [NH2:1][C:2]1[C:10]([O:11][CH3:12])=[CH:9][C:8]([Br:13])=[CH:7][C:3]=1[CH2:4][OH:5], predict the reactants needed to synthesize it. The reactants are: [NH2:1][C:2]1[C:10]([O:11][CH3:12])=[CH:9][C:8]([Br:13])=[CH:7][C:3]=1[C:4](O)=[O:5].B.C1COCC1.